From a dataset of Reaction yield outcomes from USPTO patents with 853,638 reactions. Predict the reaction yield, written as a fraction of the theoretical maximum amount of product (1.0 means a 100% yield; for example, 0.34 means a 34% yield). (1) The reactants are [CH3:1][O:2][C:3]1[N:8]=[CH:7][C:6]([OH:9])=[CH:5][CH:4]=1.[H-].[Na+].[CH3:12][O:13][CH2:14]Cl. The yield is 0.893. The catalyst is CN(C=O)C. The product is [CH3:1][O:2][C:3]1[CH:4]=[CH:5][C:6]([O:9][CH2:12][O:13][CH3:14])=[CH:7][N:8]=1. (2) The reactants are [N:1]1[CH:6]=[CH:5][CH:4]=[CH:3][C:2]=1[CH2:7][CH2:8][C:9]1[CH:16]=[CH:15][C:12]([CH:13]=O)=[CH:11][CH:10]=1.[N+:17]([CH3:20])([O-:19])=[O:18].C([O-])(=O)C.[NH4+]. The catalyst is C(O)(=O)C. The product is [N:1]1[CH:6]=[CH:5][CH:4]=[CH:3][C:2]=1[CH2:7][CH2:8][C:9]1[CH:16]=[CH:15][C:12](/[CH:13]=[CH:20]/[N+:17]([O-:19])=[O:18])=[CH:11][CH:10]=1. The yield is 0.910. (3) The reactants are [C:1]1([S:7]([N:10]2C3C=CC=C(C=O)C=3[CH:12]=[N:11]2)(=[O:9])=[O:8])[CH:6]=[CH:5][CH:4]=[CH:3][CH:2]=1.[C:21]1([C:27]2C(C3C=CC=CC=3)=[C:29]([NH:33][CH:34](P(=O)([O-])[O-])[C:35]3C=CN=CC=3)[CH:30]=[CH:31][CH:32]=2)[CH:26]=[CH:25][CH:24]=[CH:23][CH:22]=1.C(=O)([O-])[O-:52].[Cs+].[Cs+].Cl. The catalyst is C1COCC1.CCOCC.C(O)(C)C. The product is [C:1]1([S:7]([N:10]2[C:25]3[C:26](=[C:21]([CH2:27][C:32]([C:31]4[CH:30]=[CH:29][N:33]=[CH:34][CH:35]=4)=[O:52])[CH:22]=[CH:23][CH:24]=3)[CH:12]=[N:11]2)(=[O:8])=[O:9])[CH:2]=[CH:3][CH:4]=[CH:5][CH:6]=1. The yield is 0.550. (4) The reactants are [F:1][C:2]1[CH:30]=[C:29]([N+:31]([O-:33])=[O:32])[CH:28]=[CH:27][C:3]=1[O:4][C:5]1[CH:10]=[CH:9][N:8]=[C:7]2[CH:11]=[C:12]([C:14]3[N:15]=[CH:16][N:17](COCC[Si](C)(C)C)[CH:18]=3)[S:13][C:6]=12.Cl. The catalyst is CCO. The product is [F:1][C:2]1[CH:30]=[C:29]([N+:31]([O-:33])=[O:32])[CH:28]=[CH:27][C:3]=1[O:4][C:5]1[CH:10]=[CH:9][N:8]=[C:7]2[CH:11]=[C:12]([C:14]3[N:15]=[CH:16][NH:17][CH:18]=3)[S:13][C:6]=12. The yield is 1.00.